Task: Predict the product of the given reaction.. Dataset: Forward reaction prediction with 1.9M reactions from USPTO patents (1976-2016) (1) Given the reactants Cl.Cl.COC(=O)[C@@H](NC([C@@H]1CC2C=C3OC[C@H](C4C=CC(OCC5C=CC(Cl)=C(Cl)C=5)=CC=4)OC3=CC=2CN1)=O)CC1C=CC(C2C=CN=C(C)C=2C)=CC=1.C[O:57][C:58](=[O:117])[C@@H:59]([NH:75][C:76]([C@@H:78]1[CH2:87][C:86]2[CH:85]=[C:84]3[O:88][CH2:89][C@H:90]([C:92]4[CH:97]=[CH:96][C:95]([O:98][CH2:99][C:100]5[CH:105]=[CH:104][C:103]([Cl:106])=[C:102]([Cl:107])[CH:101]=5)=[CH:94][CH:93]=4)[O:91][C:83]3=[CH:82][C:81]=2[CH2:80][N:79]1[C:108]([C:110]1[N:111]=[C:112]([CH3:116])[O:113][C:114]=1[CH3:115])=[O:109])=[O:77])[CH2:60][C:61]1[CH:66]=[CH:65][C:64]([C:67]2[CH:72]=[CH:71][N:70]=[C:69]([CH3:73])[C:68]=2[CH3:74])=[CH:63][CH:62]=1, predict the reaction product. The product is: [Cl:107][C:102]1[CH:101]=[C:100]([CH:105]=[CH:104][C:103]=1[Cl:106])[CH2:99][O:98][C:95]1[CH:96]=[CH:97][C:92]([C@H:90]2[CH2:89][O:88][C:84]3=[CH:85][C:86]4[CH2:87][C@@H:78]([C:76]([NH:75][C@@H:59]([CH2:60][C:61]5[CH:66]=[CH:65][C:64]([C:67]6[CH:72]=[CH:71][N:70]=[C:69]([CH3:73])[C:68]=6[CH3:74])=[CH:63][CH:62]=5)[C:58]([OH:117])=[O:57])=[O:77])[N:79]([C:108]([C:110]5[N:111]=[C:112]([CH3:116])[O:113][C:114]=5[CH3:115])=[O:109])[CH2:80][C:81]=4[CH:82]=[C:83]3[O:91]2)=[CH:93][CH:94]=1. (2) Given the reactants ClC(OCC)=O.[CH2:7]([O:14][C:15]([NH:17][C:18]1([C:21](O)=[O:22])[CH2:20][CH2:19]1)=[O:16])[C:8]1[CH:13]=[CH:12][CH:11]=[CH:10][CH:9]=1.C(N(CC)CC)C.[BH4-].[Na+], predict the reaction product. The product is: [CH2:7]([O:14][C:15](=[O:16])[NH:17][C:18]1([CH2:21][OH:22])[CH2:20][CH2:19]1)[C:8]1[CH:9]=[CH:10][CH:11]=[CH:12][CH:13]=1. (3) Given the reactants [CH:1]1([NH:6][C:7]2[N:12]=[C:11]([C:13]3[C:14]([C:24]4[CH:29]=[CH:28][C:27]([F:30])=[CH:26][CH:25]=4)=[N:15][N:16]4[C:21](Cl)=[CH:20][C:19]([Cl:23])=[CH:18][C:17]=34)[CH:10]=[CH:9][N:8]=2)[CH2:5][CH2:4][CH2:3][CH2:2]1.C1(P(C2C=CC=CC=2)C2C=CC3C(=CC=CC=3)C=2C2C3C(=CC=CC=3)C=CC=2P(C2C=CC=CC=2)C2C=CC=CC=2)C=CC=CC=1.C(=O)([O-])[O-].[Cs+].[Cs+].O.[CH:84]1([NH2:89])[CH2:88][CH2:87][CH2:86][CH2:85]1, predict the reaction product. The product is: [Cl:23][C:19]1[CH:20]=[C:21]([NH:89][CH:84]2[CH2:88][CH2:87][CH2:86][CH2:85]2)[N:16]2[N:15]=[C:14]([C:24]3[CH:29]=[CH:28][C:27]([F:30])=[CH:26][CH:25]=3)[C:13]([C:11]3[CH:10]=[CH:9][N:8]=[C:7]([NH:6][CH:1]4[CH2:5][CH2:4][CH2:3][CH2:2]4)[N:12]=3)=[C:17]2[CH:18]=1. (4) The product is: [C:1]([O:5][C:6]([N:8]1[CH2:9][CH2:10][C:11]([CH3:34])([N:14]2[CH2:15][CH2:16][CH:17]([NH:20][C:21]3[CH:26]=[CH:25][CH:24]=[CH:23][CH:22]=3)[CH2:18][CH2:19]2)[CH2:12][CH2:13]1)=[O:7])([CH3:4])([CH3:2])[CH3:3]. Given the reactants [C:1]([O:5][C:6]([N:8]1[CH2:13][CH2:12][C:11]([CH3:34])([N:14]2[CH2:19][CH2:18][CH:17]([N:20](CC3C=CC=CC=3)[C:21]3[CH:26]=[CH:25][CH:24]=[CH:23][CH:22]=3)[CH2:16][CH2:15]2)[CH2:10][CH2:9]1)=[O:7])([CH3:4])([CH3:3])[CH3:2].C([O-])=O.[NH4+], predict the reaction product.